The task is: Predict the reaction yield, written as a fraction of the theoretical maximum amount of product (1.0 means a 100% yield; for example, 0.34 means a 34% yield).. This data is from Reaction yield outcomes from USPTO patents with 853,638 reactions. (1) The reactants are C([O:7][CH2:8][C@H:9]([C:15]1[C:24]([CH3:25])=[CH:23][C:18]2[N:19]=[C:20](Br)[S:21][C:17]=2[C:16]=1[C:26]1[CH:31]=[CH:30][C:29]([Cl:32])=[CH:28][CH:27]=1)[O:10][C:11]([CH3:14])([CH3:13])[CH3:12])(=O)C(C)(C)C.[Br:33][C:34]1[CH:35]=[C:36](B(O)O)[CH:37]=[CH:38][CH:39]=1.CO.[OH-].[Na+]. The catalyst is O1CCOCC1. The product is [Br:33][C:34]1[CH:35]=[C:36]([C:20]2[S:21][C:17]3[C:16]([C:26]4[CH:27]=[CH:28][C:29]([Cl:32])=[CH:30][CH:31]=4)=[C:15]([C@H:9]([O:10][C:11]([CH3:13])([CH3:12])[CH3:14])[CH2:8][OH:7])[C:24]([CH3:25])=[CH:23][C:18]=3[N:19]=2)[CH:37]=[CH:38][CH:39]=1. The yield is 0.360. (2) The reactants are [Cl:1][C:2]1[C:3]([CH3:24])=[C:4]([N:10]2[CH2:14][CH:13]3[C@@H:15](CS([O-])(=O)=O)[CH2:16][CH2:17][N:12]3[C:11]2=[O:23])[CH:5]=[CH:6][C:7]=1[C:8]#[N:9].[N-:25]=[N+:26]=[N-:27].[Na+]. The catalyst is CN(C=O)C. The product is [Cl:1][C:2]1[C:3]([CH3:24])=[C:4]([N:10]2[CH2:14][C@@H:13]3[C@H:15]([N:25]=[N+:26]=[N-:27])[CH2:16][CH2:17][N:12]3[C:11]2=[O:23])[CH:5]=[CH:6][C:7]=1[C:8]#[N:9]. The yield is 0.908. (3) The reactants are [OH:1][C:2]1[CH:11]=[CH:10][C:9]2[C:4](=[CH:5][CH:6]=[CH:7][CH:8]=2)[N:3]=1.[H-].[Na+].[CH3:14][O:15][N:16]=[C:17]([C:20]1[CH:25]=[CH:24][C:23]([CH3:26])=[CH:22][CH:21]=1)[CH2:18]Br. The catalyst is CN(C=O)C. The product is [CH3:14][O:15][N:16]=[C:17]([C:20]1[CH:21]=[CH:22][C:23]([CH3:26])=[CH:24][CH:25]=1)[CH2:18][N:3]1[C:4]2[C:9](=[CH:8][CH:7]=[CH:6][CH:5]=2)[CH:10]=[CH:11][C:2]1=[O:1]. The yield is 0.280. (4) The product is [C:24]([O:23][C:21](=[O:22])[NH:20][CH2:19][CH2:18][CH2:17][N:14]1[CH2:15][CH2:16][CH:11]([NH2:10])[CH2:12][CH2:13]1)([CH3:27])([CH3:25])[CH3:26]. The yield is 1.00. The reactants are C(OC(=O)[NH:10][CH:11]1[CH2:16][CH2:15][N:14]([CH2:17][CH2:18][CH2:19][NH:20][C:21]([O:23][C:24]([CH3:27])([CH3:26])[CH3:25])=[O:22])[CH2:13][CH2:12]1)C1C=CC=CC=1. The catalyst is C(O)C.[Pd].